This data is from Forward reaction prediction with 1.9M reactions from USPTO patents (1976-2016). The task is: Predict the product of the given reaction. (1) Given the reactants [Cl:1][C:2]1[CH:3]=[C:4]([N+:15]([O-:17])=[O:16])[CH:5]=[CH:6][C:7]=1[O:8][CH:9]1[CH2:14][CH2:13][NH:12][CH2:11][CH2:10]1.[CH:18](O)=O.C=O.Cl, predict the reaction product. The product is: [Cl:1][C:2]1[CH:3]=[C:4]([N+:15]([O-:17])=[O:16])[CH:5]=[CH:6][C:7]=1[O:8][CH:9]1[CH2:14][CH2:13][N:12]([CH3:18])[CH2:11][CH2:10]1. (2) Given the reactants [C:1]1([C:7]2[N:8]=[N:9][CH:10]=[C:11]([Sn](CCCC)(CCCC)CCCC)[CH:12]=2)[CH:6]=[CH:5][CH:4]=[CH:3][CH:2]=1.Cl.Br[C:28]1[CH:33]=[CH:32][N:31]=[CH:30][CH:29]=1, predict the reaction product. The product is: [C:1]1([C:7]2[N:8]=[N:9][CH:10]=[C:11]([C:28]3[CH:33]=[CH:32][N:31]=[CH:30][CH:29]=3)[CH:12]=2)[CH:2]=[CH:3][CH:4]=[CH:5][CH:6]=1. (3) Given the reactants [C:1]([O:5][C:6](=[O:29])[CH2:7][CH2:8][N:9]1[CH2:14][CH2:13][S:12][CH:11]([C:15]2[CH:20]=[CH:19][C:18]([O:21][C:22]3[CH:27]=[CH:26][CH:25]=[CH:24][C:23]=3[Cl:28])=[CH:17][CH:16]=2)[CH2:10]1)([CH3:4])([CH3:3])[CH3:2].[OH:30]OS([O-])=O.[K+].[NH4+].[OH-], predict the reaction product. The product is: [C:1]([O:5][C:6](=[O:29])[CH2:7][CH2:8][N:9]1[CH2:14][CH2:13][S:12](=[O:30])[CH:11]([C:15]2[CH:20]=[CH:19][C:18]([O:21][C:22]3[CH:27]=[CH:26][CH:25]=[CH:24][C:23]=3[Cl:28])=[CH:17][CH:16]=2)[CH2:10]1)([CH3:4])([CH3:2])[CH3:3]. (4) Given the reactants [CH3:1][O:2][C:3](=[O:13])[C@@H:4]([NH2:12])[CH2:5][CH:6]1[CH2:11][CH2:10][CH2:9][CH2:8][CH2:7]1.C(N(CC)C(C)C)(C)C.C([O:25][C:26](=O)/[CH:27]=[C:28](/[O:31][C:32]1[CH:37]=[CH:36][CH:35]=[C:34]([F:38])[C:33]=1[F:39])\[CH2:29]Br)C, predict the reaction product. The product is: [CH3:1][O:2][C:3](=[O:13])[C@@H:4]([N:12]1[CH2:29][C:28]([O:31][C:32]2[CH:37]=[CH:36][CH:35]=[C:34]([F:38])[C:33]=2[F:39])=[CH:27][C:26]1=[O:25])[CH2:5][CH:6]1[CH2:11][CH2:10][CH2:9][CH2:8][CH2:7]1. (5) Given the reactants Cl[C:2]1[C:11]2[C:6](=[CH:7][C:8]([O:12][CH3:13])=[CH:9][CH:10]=2)[CH:5]=[C:4]([NH:14][C:15]2[CH:19]=[C:18]([CH3:20])[NH:17][N:16]=2)[N:3]=1.[CH:21](B1OC(C)(C)C(C)(C)O1)=[CH2:22], predict the reaction product. The product is: [CH2:21]([C:2]1[C:11]2[C:6](=[CH:7][C:8]([O:12][CH3:13])=[CH:9][CH:10]=2)[CH:5]=[C:4]([NH:14][C:15]2[CH:19]=[C:18]([CH3:20])[NH:17][N:16]=2)[N:3]=1)[CH3:22]. (6) Given the reactants [Cl:1][C:2]([F:4])=[CH2:3].[N+](=[CH:7][C:8]([O:10][CH2:11][CH3:12])=[O:9])=[N-], predict the reaction product. The product is: [Cl:1][C:2]1([F:4])[CH2:3][CH:7]1[C:8]([O:10][CH2:11][CH3:12])=[O:9]. (7) Given the reactants Br[C:2]1[CH:3]=[CH:4][C:5]([O:8][C:9]2[CH:16]=[CH:15][C:12]([CH:13]=[O:14])=[CH:11][CH:10]=2)=[N:6][CH:7]=1.[CH:17]1(B(O)O)[CH2:19][CH2:18]1.P([O-])([O-])([O-])=O.[K+].[K+].[K+].C1(P(C2CCCCC2)C2CCCCC2)CCCCC1, predict the reaction product. The product is: [CH:17]1([C:2]2[CH:3]=[CH:4][C:5]([O:8][C:9]3[CH:16]=[CH:15][C:12]([CH:13]=[O:14])=[CH:11][CH:10]=3)=[N:6][CH:7]=2)[CH2:19][CH2:18]1. (8) The product is: [F:1][C:2]([F:15])([F:16])[C:3]([NH:5][C@H:6]([CH3:14])[CH2:7][C:8]1[CH:13]=[CH:12][C:11]([S:25]([C:21]2[CH:22]=[CH:23][CH:24]=[C:19]([O:18][CH3:17])[CH:20]=2)(=[O:27])=[O:26])=[CH:10][CH:9]=1)=[O:4]. Given the reactants [F:1][C:2]([F:16])([F:15])[C:3]([NH:5][C@H:6]([CH3:14])[CH2:7][C:8]1[CH:13]=[CH:12][CH:11]=[CH:10][CH:9]=1)=[O:4].[CH3:17][O:18][C:19]1[CH:20]=[C:21]([S:25](Cl)(=[O:27])=[O:26])[CH:22]=[CH:23][CH:24]=1.Cl[Al](Cl)Cl, predict the reaction product. (9) Given the reactants [F:1][C:2]1[CH:3]=[C:4]([CH:18]=[CH:19][CH:20]=1)[CH2:5][O:6][C:7]1[CH:16]=[C:15]2[C:10]([C:11](=[O:17])[NH:12][CH:13]=[N:14]2)=[CH:9][CH:8]=1.[Na].FC1C=C(C=CC=1)CO.FC1C=C2[C:35]([C:36](=[O:42])[NH:37]C=N2)=CC=1.Cl, predict the reaction product. The product is: [F:1][C:2]1[CH:3]=[C:4]([CH:18]=[CH:19][CH:20]=1)[CH2:5][O:6][C:7]1[CH:16]=[C:15]2[C:10]([C:11](=[O:17])[N:12]([CH2:35][C:36]([NH2:37])=[O:42])[CH:13]=[N:14]2)=[CH:9][CH:8]=1.